From a dataset of Retrosynthesis with 50K atom-mapped reactions and 10 reaction types from USPTO. Predict the reactants needed to synthesize the given product. Given the product CCOc1cc(C(=O)N2CCC(CCO)(c3ccc(OC)c(OC)c3)C2)cc(OCC)c1OCC, predict the reactants needed to synthesize it. The reactants are: CCOc1cc(C(=O)Cl)cc(OCC)c1OCC.COc1ccc(C2(CCO)CCNC2)cc1OC.